This data is from Catalyst prediction with 721,799 reactions and 888 catalyst types from USPTO. The task is: Predict which catalyst facilitates the given reaction. (1) Reactant: C12CC(CC1)C=C2B(O)O.[F:11][C:12]1[C:13]([CH2:25][NH:26][C@H:27]([CH:30]([CH3:32])[CH3:31])[CH2:28][OH:29])=[N:14][C:15]([C:18]2[CH2:23][CH2:22][CH:21]([CH3:24])[CH2:20][CH:19]=2)=[CH:16][CH:17]=1. Product: [F:11][C:12]1[C:13]([CH2:25][NH:26][C@H:27]([CH:30]([CH3:32])[CH3:31])[CH2:28][OH:29])=[N:14][C:15]([C:18]2[CH2:23][CH2:22][CH:21]([CH3:24])[CH2:20][CH:19]=2)=[CH:16][CH:17]=1.[F:11][C:12]1[C:13]([CH2:25][NH:26][C@H:27]([CH:30]([CH3:32])[CH3:31])[CH2:28][OH:29])=[N:14][C:15]([CH:18]2[CH2:19][CH2:20][CH:21]([CH3:24])[CH2:22][CH2:23]2)=[CH:16][CH:17]=1. The catalyst class is: 45. (2) Reactant: CO[C:3]([C:5]1[C:6]([OH:30])=[C:7]2[C:12](=[C:13]([CH3:15])[N:14]=1)[N:11]([CH2:16][C:17]1[CH:22]=[CH:21][CH:20]=[CH:19][CH:18]=1)[C:10](=[O:23])[C:9]([C:24]1[CH:29]=[CH:28][CH:27]=[CH:26][CH:25]=1)=[CH:8]2)=[O:4].Cl.[NH2:32][CH2:33][CH2:34][N:35]([CH3:40])[S:36]([CH3:39])(=[O:38])=[O:37].C[O-].[Na+]. Product: [CH3:39][S:36]([N:35]([CH3:40])[CH2:34][CH2:33][NH:32][C:3]([C:5]1[C:6]([OH:30])=[C:7]2[C:12](=[C:13]([CH3:15])[N:14]=1)[N:11]([CH2:16][C:17]1[CH:22]=[CH:21][CH:20]=[CH:19][CH:18]=1)[C:10](=[O:23])[C:9]([C:24]1[CH:29]=[CH:28][CH:27]=[CH:26][CH:25]=1)=[CH:8]2)=[O:4])(=[O:38])=[O:37]. The catalyst class is: 14.